This data is from Peptide-MHC class II binding affinity with 134,281 pairs from IEDB. The task is: Regression. Given a peptide amino acid sequence and an MHC pseudo amino acid sequence, predict their binding affinity value. This is MHC class II binding data. (1) The peptide sequence is GNGWMIKETACLSKA. The MHC is DRB3_0202 with pseudo-sequence DRB3_0202. The binding affinity (normalized) is 0.756. (2) The peptide sequence is NISYMCHFITKETPD. The MHC is DRB1_0101 with pseudo-sequence DRB1_0101. The binding affinity (normalized) is 0.413. (3) The peptide sequence is DGDLKRLRDLNQAVN. The MHC is DRB1_1302 with pseudo-sequence DRB1_1302. The binding affinity (normalized) is 0.453.